From a dataset of Forward reaction prediction with 1.9M reactions from USPTO patents (1976-2016). Predict the product of the given reaction. (1) Given the reactants [NH2:1][CH:2]1[CH2:11][C:10]2[C:5](=[CH:6][CH:7]=[CH:8][CH:9]=2)[N:4]([CH2:12][CH:13]2[CH2:18][O:17][C:16]([CH3:20])([CH3:19])[O:15][CH2:14]2)[C:3]1=[O:21].[Cl:22][C:23]1[CH:24]=[C:25]2[C:29](=[CH:30][CH:31]=1)[NH:28][C:27]([C:32](O)=[O:33])=[CH:26]2, predict the reaction product. The product is: [Cl:22][C:23]1[CH:24]=[C:25]2[C:29](=[CH:30][CH:31]=1)[NH:28][C:27]([C:32]([NH:1][CH:2]1[CH2:11][C:10]3[C:5](=[CH:6][CH:7]=[CH:8][CH:9]=3)[N:4]([CH2:12][CH:13]3[CH2:14][O:15][C:16]([CH3:19])([CH3:20])[O:17][CH2:18]3)[C:3]1=[O:21])=[O:33])=[CH:26]2. (2) Given the reactants [O:1]=[C:2]1[NH:8][C:7]2[CH:9]=[CH:10][CH:11]=[CH:12][C:6]=2[O:5][C@H:4]([C:13]2[CH:18]=[CH:17][CH:16]=[CH:15][CH:14]=2)[C@@H:3]1[NH:19][C:20](=[O:26])[O:21][C:22]([CH3:25])([CH3:24])[CH3:23].I[CH:28]([CH3:30])[CH3:29].C(=O)([O-])[O-].[Cs+].[Cs+], predict the reaction product. The product is: [CH:28]([N:8]1[C:7]2[CH:9]=[CH:10][CH:11]=[CH:12][C:6]=2[O:5][C@H:4]([C:13]2[CH:18]=[CH:17][CH:16]=[CH:15][CH:14]=2)[C@H:3]([NH:19][C:20](=[O:26])[O:21][C:22]([CH3:23])([CH3:25])[CH3:24])[C:2]1=[O:1])([CH3:30])[CH3:29]. (3) Given the reactants C(OC(=O)[NH:7][C:8]1[CH:13]=[CH:12][C:11]([NH:14][C:15]2[N:20]3[N:21]=[CH:22][CH:23]=[C:19]3[CH:18]=[C:17]([C:24]3[CH:33]=[CH:32][C:31]4[C:26](=[CH:27][CH:28]=[C:29]([O:34][CH2:35][C:36]5[CH:41]=[CH:40][CH:39]=[CH:38][CH:37]=5)[CH:30]=4)[CH:25]=3)[N:16]=2)=[CH:10][CH:9]=1)(C)(C)C.C(O)(C(F)(F)F)=O, predict the reaction product. The product is: [CH2:35]([O:34][C:29]1[CH:30]=[C:31]2[C:26](=[CH:27][CH:28]=1)[CH:25]=[C:24]([C:17]1[N:16]=[C:15]([NH:14][C:11]3[CH:12]=[CH:13][C:8]([NH2:7])=[CH:9][CH:10]=3)[N:20]3[N:21]=[CH:22][CH:23]=[C:19]3[CH:18]=1)[CH:33]=[CH:32]2)[C:36]1[CH:37]=[CH:38][CH:39]=[CH:40][CH:41]=1. (4) Given the reactants C([N:8]1[CH2:12][C@@H:11]([C:13]2[CH:18]=[CH:17][C:16]([F:19])=[CH:15][C:14]=2[F:20])[C@H:10]([C:21]([O:23][CH3:24])=[O:22])[CH2:9]1)C1C=CC=CC=1, predict the reaction product. The product is: [F:20][C:14]1[CH:15]=[C:16]([F:19])[CH:17]=[CH:18][C:13]=1[C@@H:11]1[CH2:12][NH:8][CH2:9][C@H:10]1[C:21]([O:23][CH3:24])=[O:22]. (5) Given the reactants C([O:5][C:6](=[O:37])[CH2:7][N:8]1[C:16]2[C:11](=[CH:12][CH:13]=[C:14]([O:17][CH2:18][CH2:19][C:20]3[S:24][C:23]([C:25]4[CH:30]=[CH:29][C:28]([C:31]([F:34])([F:33])[F:32])=[CH:27][CH:26]=4)=[N:22][C:21]=3[CH3:35])[CH:15]=2)[C:10]([Cl:36])=[CH:9]1)(C)(C)C.[Li+].[OH-], predict the reaction product. The product is: [Cl:36][C:10]1[C:11]2[C:16](=[CH:15][C:14]([O:17][CH2:18][CH2:19][C:20]3[S:24][C:23]([C:25]4[CH:26]=[CH:27][C:28]([C:31]([F:34])([F:33])[F:32])=[CH:29][CH:30]=4)=[N:22][C:21]=3[CH3:35])=[CH:13][CH:12]=2)[N:8]([CH2:7][C:6]([OH:37])=[O:5])[CH:9]=1.